From a dataset of Full USPTO retrosynthesis dataset with 1.9M reactions from patents (1976-2016). Predict the reactants needed to synthesize the given product. (1) Given the product [Br:9][CH2:1][C:2]1[N:7]=[C:6]([Cl:8])[CH:5]=[CH:4][N:3]=1, predict the reactants needed to synthesize it. The reactants are: [CH3:1][C:2]1[N:7]=[C:6]([Cl:8])[CH:5]=[CH:4][N:3]=1.[Br:9]N1C(=O)CCC1=O.C(OOC(=O)C1C=CC=CC=1)(=O)C1C=CC=CC=1. (2) Given the product [CH:29]([N:25]1[C:24]([C:18]2[CH:19]=[C:20]3[N:16]([C:15]4[CH:32]=[C:11]([CH:9]5[CH2:10][N:7]([C:4]([CH3:6])([CH3:5])[CH2:3][OH:2])[CH2:8]5)[CH:12]=[CH:13][C:14]=4[O:23][CH2:22][CH2:21]3)[N:17]=2)=[N:28][CH:27]=[N:26]1)([CH3:31])[CH3:30], predict the reactants needed to synthesize it. The reactants are: C[O:2][C:3](=O)[C:4]([N:7]1[CH2:10][CH:9]([C:11]2[CH:12]=[CH:13][C:14]3[O:23][CH2:22][CH2:21][C:20]4[N:16]([N:17]=[C:18]([C:24]5[N:25]([CH:29]([CH3:31])[CH3:30])[N:26]=[CH:27][N:28]=5)[CH:19]=4)[C:15]=3[CH:32]=2)[CH2:8]1)([CH3:6])[CH3:5].CC(C[AlH]CC(C)C)C. (3) Given the product [F:18][C:19]1[CH:20]=[CH:21][C:22]2=[C:23]([CH:39]=1)[O:24][CH2:25][C:26]1[CH:36]=[C:35]([CH:37]([OH:38])[C:2]3[N:6]4[CH:7]=[CH:8][CH:9]=[C:10]([C:11]([F:14])([F:13])[F:12])[C:5]4=[N:4][C:3]=3[CH2:15][O:16][CH3:17])[CH:34]=[CH:33][C:27]=1/[C:28]/2=[C:29](/[CH3:32])\[C:30]#[N:31], predict the reactants needed to synthesize it. The reactants are: I[C:2]1[N:6]2[CH:7]=[CH:8][CH:9]=[C:10]([C:11]([F:14])([F:13])[F:12])[C:5]2=[N:4][C:3]=1[CH2:15][O:16][CH3:17].[F:18][C:19]1[CH:20]=[CH:21][C:22]2=[C:23]([CH:39]=1)[O:24][CH2:25][C:26]1[CH:36]=[C:35]([CH:37]=[O:38])[CH:34]=[CH:33][C:27]=1/[C:28]/2=[C:29](/[CH3:32])\[C:30]#[N:31]. (4) Given the product [Br:1][C:2]1[C:10]([O:11][CH:12]([F:14])[F:13])=[C:9]([Br:15])[CH:8]=[CH:7][C:3]=1[C:4]([NH2:17])=[O:5], predict the reactants needed to synthesize it. The reactants are: [Br:1][C:2]1[C:10]([O:11][CH:12]([F:14])[F:13])=[C:9]([Br:15])[CH:8]=[CH:7][C:3]=1[C:4](O)=[O:5].C[N:17](C)C=O.C(Cl)(=O)C(Cl)=O. (5) Given the product [CH2:18]([C:11]1([CH2:8][CH:9]=[CH2:10])[CH2:15][N:14]2[S:21](=[O:23])(=[O:22])[O:17][CH2:16][C@H:13]2[CH2:12]1)[CH:19]=[CH2:20], predict the reactants needed to synthesize it. The reactants are: C(N(CC)CC)C.[CH2:8]([C:11]1([CH2:18][CH:19]=[CH2:20])[CH2:15][NH:14][C@@H:13]([CH2:16][OH:17])[CH2:12]1)[CH:9]=[CH2:10].[S:21](Cl)(Cl)(=[O:23])=[O:22]. (6) Given the product [Cl:16][C:14]1[CH:15]=[C:10]2[NH:9][C@H:7]([CH3:8])[CH2:6][N:11]2[C:12](=[O:18])[N:13]=1, predict the reactants needed to synthesize it. The reactants are: CS(O[CH2:6][C@H:7]([NH:9][C:10]1[CH:15]=[C:14]([Cl:16])[N:13]=[C:12](Cl)[N:11]=1)[CH3:8])(=O)=O.[OH2:18]. (7) Given the product [C@H:1]12[CH2:7][C@H:4]([CH2:5][CH2:6]1)[CH2:3][C@H:2]2[C:8]1([CH3:15])[C:12](=[O:13])[N:11]([CH2:17][C:18](=[O:19])[C:20]2[NH:21][CH:22]=[CH:23][CH:24]=2)[N:10]=[C:9]1[CH3:14], predict the reactants needed to synthesize it. The reactants are: [CH:1]12[CH2:7][CH:4]([CH2:5][CH2:6]1)[CH2:3][CH:2]2[C:8]1([CH3:15])[C:12](=[O:13])[NH:11][N:10]=[C:9]1[CH3:14].Cl[CH2:17][C:18]([C:20]1[NH:21][CH:22]=[CH:23][CH:24]=1)=[O:19]. (8) Given the product [F:1][C:2]1[CH:3]=[CH:4][C:5]([C@@H:8]2[O:15][C:11](=[O:13])[CH2:10][CH2:9]2)=[CH:6][CH:7]=1, predict the reactants needed to synthesize it. The reactants are: [F:1][C:2]1[CH:7]=[CH:6][C:5]([C@H:8]([OH:15])[CH2:9][CH2:10][C:11]([O:13]C)=O)=[CH:4][CH:3]=1. (9) Given the product [CH:32]1([C:2]2[CH:7]=[C:6]([CH3:8])[C:5]([CH:9]3[C:13](=[O:14])[CH:12]([CH2:15][CH:16]4[CH2:21][CH2:20][O:19][CH2:18][CH2:17]4)[CH2:11][C:10]3=[O:22])=[C:4]([CH3:23])[CH:3]=2)[CH2:34][CH2:33]1, predict the reactants needed to synthesize it. The reactants are: Br[C:2]1[CH:7]=[C:6]([CH3:8])[C:5]([CH:9]2[C:13](=[O:14])[CH:12]([CH2:15][CH:16]3[CH2:21][CH2:20][O:19][CH2:18][CH2:17]3)[CH2:11][C:10]2=[O:22])=[C:4]([CH3:23])[CH:3]=1.P([O-])([O-])([O-])=O.[K+].[K+].[K+].[CH:32]1(B(O)O)[CH2:34][CH2:33]1.C1(C)C=CC=CC=1.